From a dataset of Full USPTO retrosynthesis dataset with 1.9M reactions from patents (1976-2016). Predict the reactants needed to synthesize the given product. (1) Given the product [NH2:1][C:2]1[C:11]2[N:12]=[C:13]([CH2:20][O:21][CH2:22][CH3:23])[N:14]([CH2:15][C:16]([CH3:18])([OH:19])[CH3:17])[C:10]=2[C:9]2[CH:8]=[CH:7][C:6]([O:24][CH2:32][C:33]3[N:34]=[C:35]([CH3:38])[S:36][CH:37]=3)=[CH:5][C:4]=2[N:3]=1, predict the reactants needed to synthesize it. The reactants are: [NH2:1][C:2]1[C:11]2[N:12]=[C:13]([CH2:20][O:21][CH2:22][CH3:23])[N:14]([CH2:15][C:16]([OH:19])([CH3:18])[CH3:17])[C:10]=2[C:9]2[CH:8]=[CH:7][C:6]([OH:24])=[CH:5][C:4]=2[N:3]=1.C(=O)([O-])[O-].[Cs+].[Cs+].Cl[CH2:32][C:33]1[N:34]=[C:35]([CH3:38])[S:36][CH:37]=1.Cl. (2) Given the product [CH2:30]([C:32]1[N:33]([C:2]2[N:10]=[C:9]3[C:5]([N:6]=[C:7]([CH2:12][N:13]4[CH2:18][CH2:17][CH:16]([C:19]([OH:22])([CH3:21])[CH3:20])[CH2:15][CH2:14]4)[N:8]3[CH3:11])=[C:4]([N:23]3[CH2:28][CH2:27][O:26][CH2:25][C@H:24]3[CH3:29])[N:3]=2)[C:34]2[CH:40]=[CH:39][CH:38]=[CH:37][C:35]=2[N:36]=1)[CH3:31], predict the reactants needed to synthesize it. The reactants are: Cl[C:2]1[N:10]=[C:9]2[C:5]([N:6]=[C:7]([CH2:12][N:13]3[CH2:18][CH2:17][CH:16]([C:19]([OH:22])([CH3:21])[CH3:20])[CH2:15][CH2:14]3)[N:8]2[CH3:11])=[C:4]([N:23]2[CH2:28][CH2:27][O:26][CH2:25][C@H:24]2[CH3:29])[N:3]=1.[CH2:30]([C:32]1[NH:33][C:34]2[CH:40]=[CH:39][CH:38]=[CH:37][C:35]=2[N:36]=1)[CH3:31].CC(C1C=C(C(C)C)C(C2C=CC=CC=2P(C2CCCCC2)C2CCCCC2)=C(C(C)C)C=1)C.C([O-])([O-])=O.[Cs+].[Cs+].